From a dataset of Full USPTO retrosynthesis dataset with 1.9M reactions from patents (1976-2016). Predict the reactants needed to synthesize the given product. Given the product [Cl:15][C:11]1[CH:12]=[C:13]2[C:8](=[CH:9][CH:10]=1)[NH:7][C:6](=[O:16])[C:5]([C@@H:3]([NH:2][C:18]1[N:23]=[C:22]([S:24][CH3:25])[CH:21]=[CH:20][N:19]=1)[CH3:4])=[CH:14]2, predict the reactants needed to synthesize it. The reactants are: Cl.[NH2:2][C@H:3]([C:5]1[C:6](=[O:16])[NH:7][C:8]2[C:13]([CH:14]=1)=[CH:12][C:11]([Cl:15])=[CH:10][CH:9]=2)[CH3:4].Cl[C:18]1[N:23]=[C:22]([S:24][CH3:25])[CH:21]=[CH:20][N:19]=1.CCN(C(C)C)C(C)C.